Dataset: Peptide-MHC class I binding affinity with 185,985 pairs from IEDB/IMGT. Task: Regression. Given a peptide amino acid sequence and an MHC pseudo amino acid sequence, predict their binding affinity value. This is MHC class I binding data. (1) The peptide sequence is FRDYVDRFYK. The MHC is HLA-A31:01 with pseudo-sequence HLA-A31:01. The binding affinity (normalized) is 0.217. (2) The peptide sequence is GQTGVIADY. The MHC is HLA-B40:01 with pseudo-sequence HLA-B40:01. The binding affinity (normalized) is 0.0847.